This data is from Peptide-MHC class II binding affinity with 134,281 pairs from IEDB. The task is: Regression. Given a peptide amino acid sequence and an MHC pseudo amino acid sequence, predict their binding affinity value. This is MHC class II binding data. (1) The peptide sequence is PRGVTHDQLNNFRAG. The MHC is DRB5_0101 with pseudo-sequence DRB5_0101. The binding affinity (normalized) is 0.585. (2) The peptide sequence is ATERFRWLLIDLLRE. The MHC is DRB1_0802 with pseudo-sequence DRB1_0802. The binding affinity (normalized) is 0.210. (3) The peptide sequence is AMRVTKDTNDNNLYK. The MHC is DRB1_1302 with pseudo-sequence DRB1_1302. The binding affinity (normalized) is 0.278. (4) The peptide sequence is KKPLRPRWCDERVSS. The MHC is DRB1_1301 with pseudo-sequence DRB1_1301. The binding affinity (normalized) is 0.424. (5) The peptide sequence is PISVTAPPPQLPRPP. The MHC is DRB4_0101 with pseudo-sequence DRB4_0103. The binding affinity (normalized) is 0.0912.